From a dataset of Full USPTO retrosynthesis dataset with 1.9M reactions from patents (1976-2016). Predict the reactants needed to synthesize the given product. (1) Given the product [F:31][C:27]1[CH:28]=[C:29]2[C:24](=[CH:25][CH:26]=1)[CH:23]=[N:22][C:21]([NH:20][C:19](=[O:32])[O:18][CH2:17][C@@H:16]([N:33]([CH3:46])[C:34]([NH:36][CH2:37][C:38]1[CH:43]=[CH:42][CH:41]=[C:40]([F:44])[C:39]=1[Cl:45])=[O:35])[CH2:15][CH2:14][CH2:13][NH:12][C:10](=[O:11])[CH2:9][NH2:8])=[CH:30]2, predict the reactants needed to synthesize it. The reactants are: C(OC([NH:8][CH2:9][C:10]([NH:12][CH2:13][CH2:14][CH2:15][C@H:16]([N:33]([CH3:46])[C:34]([NH:36][CH2:37][C:38]1[CH:43]=[CH:42][CH:41]=[C:40]([F:44])[C:39]=1[Cl:45])=[O:35])[CH2:17][O:18][C:19](=[O:32])[NH:20][C:21]1[N:22]=[CH:23][C:24]2[C:29]([CH:30]=1)=[CH:28][C:27]([F:31])=[CH:26][CH:25]=2)=[O:11])=O)(C)(C)C.C(O)(C(F)(F)F)=O. (2) The reactants are: S(Cl)(Cl)=O.[O:5]=[C:6]1[NH:10][CH:9]([C:11]([OH:13])=O)[CH2:8][CH2:7]1.[NH2:14][C:15]1[CH:16]=[CH:17][CH:18]=[C:19]2[C:24]=1[N:23]=[C:22]([C:25]1[CH:30]=[CH:29][CH:28]=[C:27]([C:31]([F:34])([F:33])[F:32])[CH:26]=1)[N:21]([CH3:35])[C:20]2=[O:36].C(N(CC)CC)C. Given the product [CH3:35][N:21]1[C:20](=[O:36])[C:19]2[C:24](=[C:15]([NH:14][C:11]([CH:9]3[CH2:8][CH2:7][C:6](=[O:5])[NH:10]3)=[O:13])[CH:16]=[CH:17][CH:18]=2)[N:23]=[C:22]1[C:25]1[CH:30]=[CH:29][CH:28]=[C:27]([C:31]([F:33])([F:32])[F:34])[CH:26]=1, predict the reactants needed to synthesize it.